This data is from Reaction yield outcomes from USPTO patents with 853,638 reactions. The task is: Predict the reaction yield, written as a fraction of the theoretical maximum amount of product (1.0 means a 100% yield; for example, 0.34 means a 34% yield). (1) The reactants are I[C:2]1[CH:10]=[C:9]2[C:5]([C:6]([C:19]3[N:23]([CH2:24][O:25][CH2:26][CH2:27][Si:28]([CH3:31])([CH3:30])[CH3:29])[C:22]4[CH:32]=[CH:33][CH:34]=[CH:35][C:21]=4[N:20]=3)=[N:7][N:8]2[CH2:11][O:12][CH2:13][CH2:14][Si:15]([CH3:18])([CH3:17])[CH3:16])=[CH:4][CH:3]=1.[CH3:36][O:37][C:38]1[C:43]([O:44][CH2:45][O:46][CH2:47][CH2:48][Si:49]([CH3:52])([CH3:51])[CH3:50])=[CH:42][C:41]([CH2:53][OH:54])=[C:40]([Sn](C)(C)C)[CH:39]=1. The catalyst is O1CCOCC1.CCOC(C)=O. The product is [CH3:36][O:37][C:38]1[C:43]([O:44][CH2:45][O:46][CH2:47][CH2:48][Si:49]([CH3:52])([CH3:51])[CH3:50])=[CH:42][C:41]([CH2:53][OH:54])=[C:40]([C:2]2[CH:10]=[C:9]3[C:5]([C:6]([C:19]4[N:23]([CH2:24][O:25][CH2:26][CH2:27][Si:28]([CH3:30])([CH3:29])[CH3:31])[C:22]5[CH:32]=[CH:33][CH:34]=[CH:35][C:21]=5[N:20]=4)=[N:7][N:8]3[CH2:11][O:12][CH2:13][CH2:14][Si:15]([CH3:18])([CH3:17])[CH3:16])=[CH:4][CH:3]=2)[CH:39]=1. The yield is 0.600. (2) The reactants are [F:1][C:2]1[CH:30]=[C:29]([N+:31]([O-])=O)[CH:28]=[CH:27][C:3]=1[O:4][C:5]1[CH:10]=[CH:9][N:8]=[C:7]2[CH:11]=[C:12]([C:14]3[N:15]([CH3:26])[C:16]([CH2:19][N:20]4[CH2:24][CH2:23][CH2:22][C:21]4=[O:25])=[CH:17][N:18]=3)[S:13][C:6]=12.[Cl-].[NH4+]. The catalyst is CO.O.[Zn]. The product is [NH2:31][C:29]1[CH:28]=[CH:27][C:3]([O:4][C:5]2[CH:10]=[CH:9][N:8]=[C:7]3[CH:11]=[C:12]([C:14]4[N:15]([CH3:26])[C:16]([CH2:19][N:20]5[CH2:24][CH2:23][CH2:22][C:21]5=[O:25])=[CH:17][N:18]=4)[S:13][C:6]=23)=[C:2]([F:1])[CH:30]=1. The yield is 0.660. (3) The reactants are [F:1][C:2]1[C:8]([F:9])=[CH:7][CH:6]=[CH:5][C:3]=1[NH2:4].[OH-].[Na+].[Cl:12][CH2:13][C:14](Cl)=[O:15].C(OCC)(=O)C. The catalyst is C(OCC)C.C1CCCCC1.CCCC(C)C.O1CCCC1. The product is [Cl:12][CH2:13][C:14]([NH:4][C:3]1[CH:5]=[CH:6][CH:7]=[C:8]([F:9])[C:2]=1[F:1])=[O:15]. The yield is 0.900. (4) The reactants are [Br:1][C:2]1[CH:3]=[C:4]([N+:25]([O-])=O)[C:5]([N:8]2[CH2:13][CH2:12][CH:11]([CH2:14][C:15]([N:17]3[CH2:23][CH2:22][CH2:21][N:20]([CH3:24])[CH2:19][CH2:18]3)=[O:16])[CH2:10][CH2:9]2)=[N:6][CH:7]=1.[OH-].[K+].S(S([O-])=O)([O-])=O.[Na+].[Na+].Cl. The catalyst is O. The product is [NH2:25][C:4]1[C:5]([N:8]2[CH2:9][CH2:10][CH:11]([CH2:14][C:15]([N:17]3[CH2:23][CH2:22][CH2:21][N:20]([CH3:24])[CH2:19][CH2:18]3)=[O:16])[CH2:12][CH2:13]2)=[N:6][CH:7]=[C:2]([Br:1])[CH:3]=1. The yield is 0.560.